Dataset: Catalyst prediction with 721,799 reactions and 888 catalyst types from USPTO. Task: Predict which catalyst facilitates the given reaction. (1) Reactant: [C:1]([NH:5][S:6]([C:9]1[O:10][C:11]([C:14]2[N:19]=[C:18]([S:20][CH3:21])[C:17]([Cl:22])=[CH:16][N:15]=2)=[CH:12][CH:13]=1)(=[O:8])=[O:7])([CH3:4])([CH3:3])[CH3:2].C1C=C(Cl)C=C(C(OO)=[O:31])C=1. The catalyst class is: 2. Product: [C:1]([NH:5][S:6]([C:9]1[O:10][C:11]([C:14]2[N:19]=[C:18]([S:20]([CH3:21])=[O:31])[C:17]([Cl:22])=[CH:16][N:15]=2)=[CH:12][CH:13]=1)(=[O:7])=[O:8])([CH3:4])([CH3:3])[CH3:2]. (2) Reactant: C(OCC)C.O[CH:7]([CH2:16][C:17]([CH2:20][Si](C)(C)C)=[C:18]=[CH2:19])[CH2:8][CH2:9][CH:10]1[CH2:14][CH2:13][CH2:12][C:11]1=[O:15].[Si](OS(C(F)(F)F)(=O)=O)(C)(C)C.O. Product: [CH2:20]=[C:17]1[C:18](=[CH2:19])[C:11]23[O:15][CH:7]([CH2:8][CH2:9][CH:10]2[CH2:14][CH2:13][CH2:12]3)[CH2:16]1. The catalyst class is: 25. (3) Reactant: Cl.[NH2:2][CH2:3][C:4]1[CH:12]=[CH:11][CH:10]=[C:9]2[C:5]=1[C:6](=[O:22])[N:7]([CH:14]1[CH2:19][CH2:18][C:17](=[O:20])[NH:16][C:15]1=[O:21])[C:8]2=[O:13].N12CCCN=C1CCCCC2.ON1C2C=CC=CC=2N=N1.[Cl:44][C:45]1[CH:50]=[CH:49][C:48]([CH2:51][C:52](O)=[O:53])=[CH:47][CH:46]=1. Product: [Cl:44][C:45]1[CH:50]=[CH:49][C:48]([CH2:51][C:52]([NH:2][CH2:3][C:4]2[CH:12]=[CH:11][CH:10]=[C:9]3[C:5]=2[C:6](=[O:22])[N:7]([CH:14]2[CH2:19][CH2:18][C:17](=[O:20])[NH:16][C:15]2=[O:21])[C:8]3=[O:13])=[O:53])=[CH:47][CH:46]=1. The catalyst class is: 10. (4) Reactant: [Cl:1][C:2]1[CH:3]=[C:4]2[CH:10]=[C:9]([C:11]([NH:13][C@@H:14]([CH2:18][C:19]3[CH:24]=[CH:23][CH:22]=[CH:21][CH:20]=3)[C:15]([OH:17])=O)=[O:12])[NH:8][C:5]2=[CH:6][N:7]=1.[OH:25][C@H:26]1[CH2:30][CH2:29][NH:28][CH2:27]1.C1C=CC2N(O)N=NC=2C=1.CCN(C(C)C)C(C)C.CCN=C=NCCCN(C)C. Product: [CH2:18]([C@H:14]([NH:13][C:11]([C:9]1[NH:8][C:5]2=[CH:6][N:7]=[C:2]([Cl:1])[CH:3]=[C:4]2[CH:10]=1)=[O:12])[C:15]([N:28]1[CH2:29][CH2:30][C@H:26]([OH:25])[CH2:27]1)=[O:17])[C:19]1[CH:20]=[CH:21][CH:22]=[CH:23][CH:24]=1. The catalyst class is: 3. (5) Reactant: C[O:2][C:3]1[CH:4]=[C:5]([CH2:26]O)[C:6]2[O:10][C:9]([C:11]3[CH:16]=[CH:15][C:14]([O:17]C)=[CH:13][CH:12]=3)=[C:8]([C:19]3[CH:24]=[CH:23][CH:22]=[CH:21][CH:20]=3)[C:7]=2[CH:25]=1.B(Br)(Br)[Br:29]. Product: [Br:29][CH2:26][C:5]1[C:6]2[O:10][C:9]([C:11]3[CH:12]=[CH:13][C:14]([OH:17])=[CH:15][CH:16]=3)=[C:8]([C:19]3[CH:24]=[CH:23][CH:22]=[CH:21][CH:20]=3)[C:7]=2[CH:25]=[C:3]([OH:2])[CH:4]=1. The catalyst class is: 2. (6) Reactant: [F:1][C:2]1[CH:7]=[CH:6][CH:5]=[CH:4][C:3]=1[N:8]1[C:16]2[C:11](=[C:12]([N:17]3[CH:21]=[CH:20][NH:19][C:18]3=[O:22])[CH:13]=[CH:14][CH:15]=2)[CH:10]=[N:9]1.[H-].[Na+].Br[CH2:26][C:27]([NH2:29])=[O:28]. Product: [F:1][C:2]1[CH:7]=[CH:6][CH:5]=[CH:4][C:3]=1[N:8]1[C:16]2[C:11](=[C:12]([N:17]3[CH:21]=[CH:20][N:19]([CH2:26][C:27]([NH2:29])=[O:28])[C:18]3=[O:22])[CH:13]=[CH:14][CH:15]=2)[CH:10]=[N:9]1. The catalyst class is: 9. (7) Reactant: [Cl:1][C:2]1[CH:7]=[CH:6][CH:5]=[C:4]([Cl:8])[C:3]=1[NH:9][C:10]([NH2:12])=[S:11].[C:13]([C:19](OC)=[O:20])#[C:14][C:15]([O:17][CH3:18])=[O:16]. Product: [CH3:18][O:17][C:15](=[O:16])[CH:14]=[C:13]1[S:11][C:10]([NH:9][C:3]2[C:2]([Cl:1])=[CH:7][CH:6]=[CH:5][C:4]=2[Cl:8])=[N:12][C:19]1=[O:20]. The catalyst class is: 5. (8) The catalyst class is: 16. Reactant: Cl.[N:2]1[CH:7]=[CH:6][CH:5]=[C:4]([CH2:8]Cl)[CH:3]=1.[CH2:10]([O:14][C:15]1[CH:20]=[CH:19][C:18]([S:21]([NH:24][C:25]2([C:31]([O:33]C)=O)[CH2:30][CH2:29][CH2:28][CH2:27][CH2:26]2)(=[O:23])=[O:22])=[CH:17][CH:16]=1)[C:11]#[C:12][CH3:13].[OH:35][NH:36]C(C1CCCCC1)=O. Product: [CH2:10]([O:14][C:15]1[CH:20]=[CH:19][C:18]([S:21]([N:24]([CH2:8][C:4]2[CH:3]=[N:2][CH:7]=[CH:6][CH:5]=2)[C:25]2([C:31]([NH:36][OH:35])=[O:33])[CH2:30][CH2:29][CH2:28][CH2:27][CH2:26]2)(=[O:23])=[O:22])=[CH:17][CH:16]=1)[C:11]#[C:12][CH3:13].